Dataset: Forward reaction prediction with 1.9M reactions from USPTO patents (1976-2016). Task: Predict the product of the given reaction. (1) The product is: [OH:5][C:4]1[N:3]=[N:2][C:21]([C:18]2[CH:19]=[CH:20][C:15]([N:14]([CH2:36][CH3:37])[CH2:12][CH3:13])=[CH:16][CH:17]=2)=[C:22]([C:24]2[CH:25]=[CH:26][C:27]([N:30]([CH2:31][CH3:32])[CH2:33][CH3:34])=[CH:28][CH:29]=2)[N:6]=1. Given the reactants Cl.[NH2:2][NH:3][C:4]([NH2:6])=[O:5].C([O-])(=O)C.[Na+].[CH2:12]([N:14]([CH2:36][CH3:37])[C:15]1[CH:20]=[CH:19][C:18]([C:21](=O)[C:22]([C:24]2[CH:29]=[CH:28][C:27]([N:30]([CH2:33][CH3:34])[CH2:31][CH3:32])=[CH:26][CH:25]=2)=O)=[CH:17][CH:16]=1)[CH3:13].O, predict the reaction product. (2) Given the reactants [CH3:1][O:2][C:3]([C:5]1[N:6]=[C:7]([NH:10][C:11](=[O:40])[C@@H:12]([N:23]2[C:27](=[O:28])[C:26]([C:30]3[CH:38]=[CH:37][C:33]4[O:34][CH2:35][O:36][C:32]=4[CH:31]=3)(O)[NH:25][C:24]2=[O:39])[CH2:13][C:14]2[CH:19]=[CH:18][C:17]([C:20](=[O:22])[NH2:21])=[CH:16][CH:15]=2)[S:8][CH:9]=1)=[O:4].C(=O)(O)[O-].[Na+], predict the reaction product. The product is: [CH3:1][O:2][C:3]([C:5]1[N:6]=[C:7]([NH:10][C:11](=[O:40])[C@@H:12]([N:23]2[C:27](=[O:28])[CH:26]([C:30]3[CH:38]=[CH:37][C:33]4[O:34][CH2:35][O:36][C:32]=4[CH:31]=3)[NH:25][C:24]2=[O:39])[CH2:13][C:14]2[CH:19]=[CH:18][C:17]([C:20](=[O:22])[NH2:21])=[CH:16][CH:15]=2)[S:8][CH:9]=1)=[O:4].